Dataset: Catalyst prediction with 721,799 reactions and 888 catalyst types from USPTO. Task: Predict which catalyst facilitates the given reaction. (1) Reactant: [Cl:1][C:2]1[CH:14]=[CH:13][C:5]2[N:6]([CH2:9][C:10](O)=[O:11])[N:7]=[N:8][C:4]=2[C:3]=1[O:15][C:16]1[CH:21]=[C:20]([C:22]#[N:23])[CH:19]=[C:18]([Cl:24])[CH:17]=1.C(Cl)(=O)C(Cl)=O.[F:31][C:32]([F:41])([F:40])[C:33]1[CH:34]=[N:35][CH:36]=[CH:37][C:38]=1[NH2:39]. Product: [Cl:1][C:2]1[CH:14]=[CH:13][C:5]2[N:6]([CH2:9][C:10]([NH:39][C:38]3[CH:37]=[CH:36][N:35]=[CH:34][C:33]=3[C:32]([F:41])([F:31])[F:40])=[O:11])[N:7]=[N:8][C:4]=2[C:3]=1[O:15][C:16]1[CH:21]=[C:20]([C:22]#[N:23])[CH:19]=[C:18]([Cl:24])[CH:17]=1. The catalyst class is: 59. (2) Reactant: [Cl:1][C:2]1[CH:3]=[C:4]2[C:8](=[C:9]([C:11]([OH:13])=O)[CH:10]=1)[NH:7][CH:6]=[CH:5]2.CN(C(ON1N=NC2C=CC=CC1=2)=[N+](C)C)C.[B-](F)(F)(F)F.C(N(CC)C(C)C)(C)C.[C:45]([C:49]1[CH:66]=[CH:65][C:52]([CH2:53][NH:54][CH2:55][CH:56]([C:58]2[CH:63]=[CH:62][C:61]([Cl:64])=[CH:60][CH:59]=2)[OH:57])=[CH:51][CH:50]=1)([CH3:48])([CH3:47])[CH3:46]. Product: [C:45]([C:49]1[CH:66]=[CH:65][C:52]([CH2:53][N:54]([CH2:55][CH:56]([C:58]2[CH:59]=[CH:60][C:61]([Cl:64])=[CH:62][CH:63]=2)[OH:57])[C:11]([C:9]2[CH:10]=[C:2]([Cl:1])[CH:3]=[C:4]3[C:8]=2[NH:7][CH:6]=[CH:5]3)=[O:13])=[CH:51][CH:50]=1)([CH3:48])([CH3:46])[CH3:47]. The catalyst class is: 18.